Predict the reactants needed to synthesize the given product. From a dataset of Full USPTO retrosynthesis dataset with 1.9M reactions from patents (1976-2016). (1) Given the product [OH:7][CH2:8][C:9]([CH3:34])([CH3:33])[CH2:10][CH2:11][CH2:12][CH:13]1[O:32][CH:16]([CH2:17][CH2:18][CH2:19][C:20]([CH3:30])([CH3:29])[CH2:21][OH:22])[CH2:15][CH2:14]1, predict the reactants needed to synthesize it. The reactants are: O1CCCCC1[O:7][CH2:8][C:9]([CH3:34])([CH3:33])[CH2:10][CH2:11][CH2:12][CH:13]([OH:32])[CH2:14][CH2:15][CH:16](O)[CH2:17][CH2:18][CH2:19][C:20]([CH3:30])([CH3:29])[CH2:21][O:22]C1CCCCO1.O.C1(C)C=CC(S(O)(=O)=O)=CC=1.O. (2) Given the product [CH3:25][C:8]1[N:7]([C:26]2[CH:31]=[CH:30][CH:29]=[C:28]([C:32]([F:34])([F:33])[F:35])[CH:27]=2)[C:6](=[O:36])[N:5]([CH:3]2[CH2:2][N:1]([CH3:37])[CH2:4]2)[C:10](=[O:11])[C:9]=1[C:12]1[N:16]([C:17]2[CH:24]=[CH:23][C:20]([C:21]#[N:22])=[CH:19][CH:18]=2)[N:15]=[CH:14][CH:13]=1, predict the reactants needed to synthesize it. The reactants are: [NH:1]1[CH2:4][CH:3]([N:5]2[C:10](=[O:11])[C:9]([C:12]3[N:16]([C:17]4[CH:24]=[CH:23][C:20]([C:21]#[N:22])=[CH:19][CH:18]=4)[N:15]=[CH:14][CH:13]=3)=[C:8]([CH3:25])[N:7]([C:26]3[CH:31]=[CH:30][CH:29]=[C:28]([C:32]([F:35])([F:34])[F:33])[CH:27]=3)[C:6]2=[O:36])[CH2:2]1.[CH2:37]=O. (3) Given the product [NH2:1][C:2]1[CH:10]=[C:9]([C:11]([F:14])([F:13])[F:12])[CH:8]=[CH:7][C:3]=1[C:4]([NH:50][C:46]([CH3:47])([C:48]#[CH:49])[CH3:45])=[O:6], predict the reactants needed to synthesize it. The reactants are: [NH2:1][C:2]1[CH:10]=[C:9]([C:11]([F:14])([F:13])[F:12])[CH:8]=[CH:7][C:3]=1[C:4]([OH:6])=O.CCN=C=NCCCN(C)C.C1C=CC2N(O)N=NC=2C=1.CCN(C(C)C)C(C)C.[CH3:45][C:46]([NH2:50])([C:48]#[CH:49])[CH3:47]. (4) Given the product [C:4]([C:3]1[CH:6]=[C:7]([O:12][CH3:13])[C:8]([O:10][CH3:11])=[CH:9][C:2]=1[NH:1][C:26](=[O:27])[CH2:25][C:20]1([C:17]2[CH:18]=[CH:19][N:14]=[CH:15][CH:16]=2)[NH:24][CH:23]=[CH:22][S:21]1)#[N:5], predict the reactants needed to synthesize it. The reactants are: [NH2:1][C:2]1[CH:9]=[C:8]([O:10][CH3:11])[C:7]([O:12][CH3:13])=[CH:6][C:3]=1[C:4]#[N:5].[N:14]1[CH:19]=[CH:18][C:17]([C:20]2([CH2:25][C:26](O)=[O:27])[NH:24][CH:23]=[CH:22][S:21]2)=[CH:16][CH:15]=1. (5) Given the product [CH3:20][C:11]1[C:12]([C:16]([F:17])([F:18])[F:19])=[CH:13][CH:14]=[CH:15][C:10]=1[CH2:9][CH:3]([C:4](=[O:6])[CH3:5])[C:1]#[N:2], predict the reactants needed to synthesize it. The reactants are: [C:1]([CH:3]([Na])[C:4](=[O:6])[CH3:5])#[N:2].Br[CH2:9][C:10]1[CH:15]=[CH:14][CH:13]=[C:12]([C:16]([F:19])([F:18])[F:17])[C:11]=1[CH3:20]. (6) Given the product [CH:32]1([NH:37][C:2]2[C:7]([CH:8]=[CH:9][C:10]([NH:12][CH2:13][C:14]3[CH:19]=[C:18]([F:20])[C:17]([NH:21][S:22]([CH3:25])(=[O:24])=[O:23])=[C:16]([C:26]#[CH:27])[CH:15]=3)=[O:11])=[CH:6][CH:5]=[C:4]([C:28]([F:29])([F:30])[F:31])[N:3]=2)[CH2:36][CH2:35][CH2:34][CH2:33]1, predict the reactants needed to synthesize it. The reactants are: Cl[C:2]1[C:7]([CH:8]=[CH:9][C:10]([NH:12][CH2:13][C:14]2[CH:19]=[C:18]([F:20])[C:17]([NH:21][S:22]([CH3:25])(=[O:24])=[O:23])=[C:16]([C:26]#[CH:27])[CH:15]=2)=[O:11])=[CH:6][CH:5]=[C:4]([C:28]([F:31])([F:30])[F:29])[N:3]=1.[CH:32]1([NH2:37])[CH2:36][CH2:35][CH2:34][CH2:33]1.